From a dataset of Forward reaction prediction with 1.9M reactions from USPTO patents (1976-2016). Predict the product of the given reaction. Given the reactants Cl[C:2]1[C:11]2[C:6](=[CH:7][CH:8]=[CH:9][CH:10]=2)[N:5]=[C:4]([C:12]([C:14]2[CH:19]=[CH:18][C:17]([F:20])=[CH:16][CH:15]=2)=[O:13])[N:3]=1.[H-].[Na+].[S:23]1[CH:27]=[C:26]([NH:28][C:29](=[O:35])[O:30][C:31]([CH3:34])([CH3:33])[CH3:32])[N:25]=[CH:24]1, predict the reaction product. The product is: [F:20][C:17]1[CH:18]=[CH:19][C:14]([C:12]([C:4]2[N:3]=[C:2]([N:28]([C:26]3[N:25]=[CH:24][S:23][CH:27]=3)[C:29](=[O:35])[O:30][C:31]([CH3:34])([CH3:32])[CH3:33])[C:11]3[C:6](=[CH:7][CH:8]=[CH:9][CH:10]=3)[N:5]=2)=[O:13])=[CH:15][CH:16]=1.